Task: Predict the reactants needed to synthesize the given product.. Dataset: Full USPTO retrosynthesis dataset with 1.9M reactions from patents (1976-2016) (1) Given the product [Br:24][C:25]1[C:26]2[N:27]([N:35]=[C:36]([NH2:38])[N:37]=2)[CH:28]=[C:29]([C:31]([F:33])([F:34])[F:32])[CH:30]=1.[CH3:39][S:40]([C:43]1[CH:48]=[CH:47][C:46]([C:25]2[C:26]3[N:27]([N:35]=[C:36]([NH2:38])[N:37]=3)[CH:28]=[C:29]([C:31]([F:34])([F:33])[F:32])[CH:30]=2)=[CH:45][CH:44]=1)(=[O:42])=[O:41], predict the reactants needed to synthesize it. The reactants are: BrC1C(N)=NC=C(C(F)(F)F)C=1.C(OC(N=C=S)=O)C.Cl.NO.[Br:24][C:25]1[C:26]2[N:27]([N:35]=[C:36]([NH2:38])[N:37]=2)[CH:28]=[C:29]([C:31]([F:34])([F:33])[F:32])[CH:30]=1.[CH3:39][S:40]([C:43]1[CH:48]=[CH:47][C:46](B(O)O)=[CH:45][CH:44]=1)(=[O:42])=[O:41]. (2) Given the product [CH3:21][C:17]1[CH:18]=[CH:19][C:20]([NH:12][C:5]2[C:4]([Cl:3])=[CH:9][C:8]([F:10])=[CH:7][C:6]=2[F:11])=[C:15]([CH2:14][C:13]([OH:22])=[O:1])[CH:16]=1, predict the reactants needed to synthesize it. The reactants are: [OH-:1].[Na+].[Cl:3][C:4]1[CH:9]=[C:8]([F:10])[CH:7]=[C:6]([F:11])[C:5]=1[N:12]1[C:20]2[C:15](=[CH:16][C:17]([CH3:21])=[CH:18][CH:19]=2)[CH2:14][C:13]1=[O:22]. (3) Given the product [Cl:16][C:17]1[CH:22]=[CH:21][CH:20]=[CH:19][C:18]=1[S:23]([N:9]1[CH2:8][CH2:7][C:6]2([C:4](=[O:5])[N:37]([C:33]3[CH:32]=[CH:31][C:30]4[C:35](=[CH:36][N:28]([CH3:27])[N:29]=4)[CH:34]=3)[CH2:13][CH2:12]2)[CH2:11][CH2:10]1)(=[O:25])=[O:24], predict the reactants needed to synthesize it. The reactants are: C(O[C:4]([C:6]1([CH2:12][CH2:13]OC)[CH2:11][CH2:10][NH:9][CH2:8][CH2:7]1)=[O:5])C.[Cl:16][C:17]1[CH:22]=[CH:21][CH:20]=[CH:19][C:18]=1[S:23](Cl)(=[O:25])=[O:24].[CH3:27][N:28]1[CH:36]=[C:35]2[C:30]([CH:31]=[CH:32][C:33]([NH2:37])=[CH:34]2)=[N:29]1. (4) Given the product [Cl:23][C:24]1[S:28][C:27]([S:29]([NH:32][C:19]([CH:16]2[CH2:15][CH2:14][N:13]([C:9]3[CH:8]=[C:7]([CH3:22])[C:6]([C:4]([O:3][CH2:1][CH3:2])=[O:5])=[C:11]([CH3:12])[N:10]=3)[CH2:18][CH2:17]2)=[O:21])(=[O:31])=[O:30])=[CH:26][CH:25]=1, predict the reactants needed to synthesize it. The reactants are: [CH2:1]([O:3][C:4]([C:6]1[C:7]([CH3:22])=[CH:8][C:9]([N:13]2[CH2:18][CH2:17][CH:16]([C:19]([OH:21])=O)[CH2:15][CH2:14]2)=[N:10][C:11]=1[CH3:12])=[O:5])[CH3:2].[Cl:23][C:24]1[S:28][C:27]([S:29]([NH2:32])(=[O:31])=[O:30])=[CH:26][CH:25]=1.C1C=CC2N(O)N=NC=2C=1.CCN=C=NCCCN(C)C.CCN(C(C)C)C(C)C. (5) The reactants are: [N:1]1[C:10]2[C:5](=[CH:6][CH:7]=[CH:8][CH:9]=2)[CH:4]=[C:3]([CH2:11][S:12]([CH2:15][C@@H:16]([N:20]([OH:23])[CH:21]=[O:22])[CH:17]([CH3:19])[CH3:18])(=[O:14])=[O:13])[CH:2]=1.N1C2C(=CC=CC=2)C=C(CS(CC(NO)C(C)C)(=O)=O)C=1.C(O)=O.C(OC(=O)C)(=O)C.C([O-])([O-])=O.[K+].[K+]. Given the product [N:1]1[C:10]2[C:5](=[CH:6][CH:7]=[CH:8][CH:9]=2)[CH:4]=[C:3]([CH2:11][S:12]([CH2:15][C@@H:16]([N:20]([OH:23])[CH:21]=[O:22])[CH:17]([CH3:19])[CH3:18])(=[O:14])=[O:13])[CH:2]=1, predict the reactants needed to synthesize it. (6) Given the product [CH3:3][O:4][C:5]([C:6]1[CH:11]=[C:10]([CH3:12])[C:9]2[NH:25][C:19]3[C:20]([Cl:24])=[CH:21][CH:22]=[CH:23][C:18]=3[CH2:17][S:14](=[O:16])(=[O:15])[C:8]=2[CH:7]=1)=[O:26], predict the reactants needed to synthesize it. The reactants are: [H-].[Na+].[CH3:3][O:4][C:5](=[O:26])[C:6]1[CH:11]=[C:10]([CH3:12])[C:9](Br)=[C:8]([S:14]([CH2:17][C:18]2[CH:23]=[CH:22][CH:21]=[C:20]([Cl:24])[C:19]=2[NH2:25])(=[O:16])=[O:15])[CH:7]=1. (7) Given the product [CH2:28]([O:35][C:36]1[CH:37]=[CH:38][C:39]([CH3:45])=[C:40]([C:41]([N:20]2[CH2:21][CH2:22][CH:17]([N:15]3[C:14](=[O:23])[C:13]([CH3:27])([CH2:24][CH2:25][CH3:26])[C:12]([C:6]4[CH:7]=[CH:8][C:9]([O:10][CH3:11])=[C:4]([O:3][CH3:2])[CH:5]=4)=[N:16]3)[CH2:18][CH2:19]2)=[O:42])[CH:44]=1)[C:29]1[CH:30]=[CH:31][CH:32]=[CH:33][CH:34]=1, predict the reactants needed to synthesize it. The reactants are: Cl.[CH3:2][O:3][C:4]1[CH:5]=[C:6]([C:12]2[C:13]([CH3:27])([CH2:24][CH2:25][CH3:26])[C:14](=[O:23])[N:15]([CH:17]3[CH2:22][CH2:21][NH:20][CH2:19][CH2:18]3)[N:16]=2)[CH:7]=[CH:8][C:9]=1[O:10][CH3:11].[CH2:28]([O:35][C:36]1[CH:37]=[CH:38][C:39]([CH3:45])=[C:40]([CH:44]=1)[C:41](O)=[O:42])[C:29]1[CH:34]=[CH:33][CH:32]=[CH:31][CH:30]=1. (8) Given the product [C:1]([NH:11][C@H:12]([C:16]([O:18][CH2:19][CH:20]([O:37][C:44](=[O:62])[CH2:45][CH2:46][CH2:47][CH2:48][CH2:49][CH2:50][CH2:51][CH2:52][CH2:53][CH2:54][CH2:55][CH2:56][CH2:57][CH2:58][CH2:59][CH2:60][CH3:61])[CH2:21][C:22]([CH3:35])([CH3:36])[C:23]([O:25][CH2:26][C:27]1[CH:28]=[CH:29][C:30]([O:33][CH3:34])=[CH:31][CH:32]=1)=[O:24])=[O:17])[CH:13]([CH3:15])[CH3:14])([O:3][CH2:4][C:5]1[CH:6]=[CH:7][CH:8]=[CH:9][CH:10]=1)=[O:2], predict the reactants needed to synthesize it. The reactants are: [C:1]([NH:11][C@H:12]([C:16]([O:18][CH2:19][CH:20]([OH:37])[CH2:21][C:22]([CH3:36])([CH3:35])[C:23]([O:25][CH2:26][C:27]1[CH:32]=[CH:31][C:30]([O:33][CH3:34])=[CH:29][CH:28]=1)=[O:24])=[O:17])[CH:13]([CH3:15])[CH3:14])([O:3][CH2:4][C:5]1[CH:10]=[CH:9][CH:8]=[CH:7][CH:6]=1)=[O:2].N1C=CC=CC=1.[C:44](Cl)(=[O:62])[CH2:45][CH2:46][CH2:47][CH2:48][CH2:49][CH2:50][CH2:51][CH2:52][CH2:53][CH2:54][CH2:55][CH2:56][CH2:57][CH2:58][CH2:59][CH2:60][CH3:61].